Task: Predict which catalyst facilitates the given reaction.. Dataset: Catalyst prediction with 721,799 reactions and 888 catalyst types from USPTO (1) Reactant: C[N:2]1[CH2:7][CH2:6][O:5]CC1.C(Cl)(=[O:13])C(C)(C)C.[C:15](Cl)(=O)[CH2:16][C:17](C)(C)[CH3:18].Cl.S1CCNC1.S1CCNC1. Product: [NH2:2][C@H:7]([C:6]([OH:5])=[O:13])[C@H:16]([CH2:17][CH3:18])[CH3:15]. The catalyst class is: 13. (2) Reactant: C([O:5][C:6]([C@@H:8]1[CH2:10][C@H:9]1[C:11]1[CH:20]=[CH:19][C:14]([C:15]([O:17][CH3:18])=[O:16])=[CH:13][CH:12]=1)=[O:7])(C)(C)C.C(O)(C(F)(F)F)=O. Product: [CH3:18][O:17][C:15]([C:14]1[CH:19]=[CH:20][C:11]([C@@H:9]2[CH2:10][C@H:8]2[C:6]([OH:7])=[O:5])=[CH:12][CH:13]=1)=[O:16]. The catalyst class is: 6. (3) Reactant: [Cl:1][CH:2]([Cl:31])[C:3]([NH:5][C@H:6]([CH2:29][F:30])[C@@H:7]([C:9]1[CH:14]=[CH:13][C:12]([C:15]2[S:19][C:18]([CH2:20][NH:21]C(=O)OC(C)(C)C)=[CH:17][CH:16]=2)=[CH:11][CH:10]=1)[OH:8])=[O:4].FC(F)(F)C(O)=O. Product: [NH2:21][CH2:20][C:18]1[S:19][C:15]([C:12]2[CH:11]=[CH:10][C:9]([C@@H:7]([OH:8])[C@H:6]([NH:5][C:3](=[O:4])[CH:2]([Cl:31])[Cl:1])[CH2:29][F:30])=[CH:14][CH:13]=2)=[CH:16][CH:17]=1. The catalyst class is: 2.